From a dataset of Catalyst prediction with 721,799 reactions and 888 catalyst types from USPTO. Predict which catalyst facilitates the given reaction. (1) Reactant: Br[C:2]1[N:3]=[C:4]2[C:10]([N:11]3[CH2:19][C:18]4[C:13](=[CH:14][CH:15]=[CH:16][CH:17]=4)[C:12]3=[O:20])=[CH:9][N:8]([C:21]([C:34]3[CH:39]=[CH:38][CH:37]=[CH:36][CH:35]=3)([C:28]3[CH:33]=[CH:32][CH:31]=[CH:30][CH:29]=3)[C:22]3[CH:27]=[CH:26][CH:25]=[CH:24][CH:23]=3)[C:5]2=[N:6][CH:7]=1.[CH3:40][N:41]([CH3:53])[C:42]([C:44]1[CH:49]=[CH:48][C:47](B(O)O)=[CH:46][CH:45]=1)=[O:43].C([O-])([O-])=O.[Na+].[Na+]. Product: [CH3:40][N:41]([CH3:53])[C:42](=[O:43])[C:44]1[CH:45]=[CH:46][C:47]([C:2]2[N:3]=[C:4]3[C:10]([N:11]4[CH2:19][C:18]5[C:13](=[CH:14][CH:15]=[CH:16][CH:17]=5)[C:12]4=[O:20])=[CH:9][N:8]([C:21]([C:22]4[CH:27]=[CH:26][CH:25]=[CH:24][CH:23]=4)([C:28]4[CH:33]=[CH:32][CH:31]=[CH:30][CH:29]=4)[C:34]4[CH:35]=[CH:36][CH:37]=[CH:38][CH:39]=4)[C:5]3=[N:6][CH:7]=2)=[CH:48][CH:49]=1. The catalyst class is: 12. (2) Reactant: C[O:2][C:3]([C:5]1[C:6]2[CH2:7][C:8]([CH3:29])([CH3:28])[CH:9]([C:16]3[CH:21]=[CH:20][CH:19]=[C:18]([N:22]4[CH2:27][CH2:26][O:25][CH2:24][CH2:23]4)[CH:17]=3)[NH:10][C:11]=2[CH:12]=[CH:13][C:14]=1[Cl:15])=[O:4].[OH-].[Na+].Cl. Product: [Cl:15][C:14]1[CH:13]=[CH:12][C:11]2[NH:10][CH:9]([C:16]3[CH:21]=[CH:20][CH:19]=[C:18]([N:22]4[CH2:23][CH2:24][O:25][CH2:26][CH2:27]4)[CH:17]=3)[C:8]([CH3:29])([CH3:28])[CH2:7][C:6]=2[C:5]=1[C:3]([OH:4])=[O:2]. The catalyst class is: 364. (3) Reactant: C(OC(=O)[NH:7][C:8]([C:12]1[CH:17]=[CH:16][C:15]([F:18])=[CH:14][CH:13]=1)([CH3:11])[CH2:9][OH:10])(C)(C)C.C(OC(=O)C)C.[ClH:26]. Product: [ClH:26].[NH2:7][C:8]([C:12]1[CH:13]=[CH:14][C:15]([F:18])=[CH:16][CH:17]=1)([CH3:11])[CH2:9][OH:10]. The catalyst class is: 13. (4) Reactant: Br[C:2]1[CH:3]=[C:4]2[C:9](=[CH:10][CH:11]=1)[N:8]=[CH:7][N:6]=[CH:5]2.[CH3:12][C:13]1[CH:22]=[CH:21][C:16]([C:17]([O:19][CH3:20])=[O:18])=[CH:15][C:14]=1B1OC(C)(C)C(C)(C)O1.O.C(=O)([O-])[O-].[Na+].[Na+]. Product: [CH3:12][C:13]1[CH:22]=[CH:21][C:16]([C:17]([O:19][CH3:20])=[O:18])=[CH:15][C:14]=1[C:2]1[CH:3]=[C:4]2[C:9](=[CH:10][CH:11]=1)[N:8]=[CH:7][N:6]=[CH:5]2. The catalyst class is: 235. (5) Reactant: [CH3:1][O:2][C:3]1[CH:32]=[C:31]([O:33][CH3:34])[CH:30]=[CH:29][C:4]=1[CH2:5][N:6]1[C:10]([C:11]2[C:19]3[C:14](=[N:15][CH:16]=[CH:17][CH:18]=3)[N:13]([CH2:20][C:21]3[CH:26]=[CH:25][CH:24]=[CH:23][C:22]=3[F:27])[N:12]=2)=[N:9][NH:8][C:7]1=[O:28].[C:35](=O)([O-])[O-].[Cs+].[Cs+].IC.O. Product: [CH3:1][O:2][C:3]1[CH:32]=[C:31]([O:33][CH3:34])[CH:30]=[CH:29][C:4]=1[CH2:5][N:6]1[C:10]([C:11]2[C:19]3[C:14](=[N:15][CH:16]=[CH:17][CH:18]=3)[N:13]([CH2:20][C:21]3[CH:26]=[CH:25][CH:24]=[CH:23][C:22]=3[F:27])[N:12]=2)=[N:9][N:8]([CH3:35])[C:7]1=[O:28]. The catalyst class is: 3.